Dataset: Reaction yield outcomes from USPTO patents with 853,638 reactions. Task: Predict the reaction yield, written as a fraction of the theoretical maximum amount of product (1.0 means a 100% yield; for example, 0.34 means a 34% yield). (1) The reactants are [Br:1][C:2]1[S:24][C:5]2[CH2:6][CH2:7][C:8]3[C:9]([C:21](O)=[O:22])=[N:10][N:11]([C:13]4[CH:18]=[CH:17][C:16]([Cl:19])=[CH:15][C:14]=4[Cl:20])[C:12]=3[C:4]=2[CH:3]=1.[NH2:25][N:26]1[CH2:31][CH2:30][CH2:29][CH2:28][CH2:27]1. No catalyst specified. The product is [N:26]1([NH:25][C:21]([C:9]2[C:8]3[CH2:7][CH2:6][C:5]4[S:24][C:2]([Br:1])=[CH:3][C:4]=4[C:12]=3[N:11]([C:13]3[CH:18]=[CH:17][C:16]([Cl:19])=[CH:15][C:14]=3[Cl:20])[N:10]=2)=[O:22])[CH2:31][CH2:30][CH2:29][CH2:28][CH2:27]1. The yield is 0.420. (2) The reactants are [F:1][CH:2]([F:15])[CH2:3][O:4][C:5]1[CH:10]=[CH:9][C:8]([C:11](=O)[CH3:12])=[CH:7][C:6]=1[F:14].[CH3:16][C:17]([S@:20]([NH2:22])=[O:21])([CH3:19])[CH3:18]. No catalyst specified. The product is [F:1][CH:2]([F:15])[CH2:3][O:4][C:5]1[CH:10]=[CH:9][C:8]([CH:11]([NH:22][S@@:20]([C:17]([CH3:19])([CH3:18])[CH3:16])=[O:21])[CH3:12])=[CH:7][C:6]=1[F:14]. The yield is 0.840. (3) The reactants are [Br:1][C:2]1[CH:7]=[CH:6][CH:5]=[CH:4][C:3]=1[NH:8][C:9](=[O:14])[C:10]([F:13])([F:12])[F:11].[Cl:15][S:16](O)(=[O:18])=[O:17]. No catalyst specified. The product is [Br:1][C:2]1[CH:7]=[C:6]([S:16]([Cl:15])(=[O:18])=[O:17])[CH:5]=[CH:4][C:3]=1[NH:8][C:9](=[O:14])[C:10]([F:13])([F:11])[F:12]. The yield is 0.800. (4) The reactants are C(Cl)CCl.[NH2:5][C:6]1[N:11]=[CH:10][C:9](/[CH:12]=[CH:13]/[C:14]([OH:16])=O)=[CH:8][CH:7]=1.[CH3:17][N:18]1[C:22]([CH2:23][NH:24][CH3:25])=[CH:21][C:20]2[CH:26]=[CH:27][S:28][C:19]1=2.C1C=CC2N(O)N=NC=2C=1.CCN(CC)CC. The catalyst is CN(C=O)C.O. The product is [NH2:5][C:6]1[N:11]=[CH:10][C:9](/[CH:12]=[CH:13]/[C:14]([N:24]([CH3:25])[CH2:23][C:22]2[N:18]([CH3:17])[C:19]3[S:28][CH:27]=[CH:26][C:20]=3[CH:21]=2)=[O:16])=[CH:8][CH:7]=1. The yield is 0.340.